This data is from Full USPTO retrosynthesis dataset with 1.9M reactions from patents (1976-2016). The task is: Predict the reactants needed to synthesize the given product. (1) Given the product [F:1][C:2]1[C:14]([F:15])=[C:13]([F:16])[CH:12]=[CH:11][C:3]=1[NH:4][C@@H:5]([CH3:10])[C:6]([OH:8])=[O:7], predict the reactants needed to synthesize it. The reactants are: [F:1][C:2]1[C:14]([F:15])=[C:13]([F:16])[CH:12]=[CH:11][C:3]=1[NH:4][CH:5]([CH3:10])[C:6]([O:8]C)=[O:7].P([O-])([O-])([O-])=O.Cl. (2) Given the product [F:1][C:2]1[CH:7]=[CH:6][C:5]([NH:8][C:9]2[C:10]3[CH:18]=[C:17]([NH2:19])[N:16]=[CH:15][C:11]=3[N:12]=[CH:13][N:14]=2)=[CH:4][C:3]=1[C:29]([F:30])([F:31])[F:32], predict the reactants needed to synthesize it. The reactants are: [F:1][C:2]1[CH:7]=[CH:6][C:5]([NH:8][C:9]2[C:10]3[CH:18]=[C:17]([NH:19]CC4C=CC(OC)=CC=4)[N:16]=[CH:15][C:11]=3[N:12]=[CH:13][N:14]=2)=[CH:4][C:3]=1[C:29]([F:32])([F:31])[F:30].C1(OC)C=CC=CC=1. (3) Given the product [N:1]1([C:6]([C:8]2[CH:13]=[CH:12][CH:11]=[CH:10][C:9]=2[S:14]([NH:17][C:18]2[CH:27]=[CH:26][C:25]3[C:20](=[CH:21][CH:22]=[CH:23][CH:24]=3)[C:19]=2[C:28]([OH:30])=[O:29])(=[O:16])=[O:15])=[O:7])[CH2:5][CH2:4][CH2:3][CH2:2]1, predict the reactants needed to synthesize it. The reactants are: [N:1]1([C:6]([C:8]2[CH:13]=[CH:12][CH:11]=[CH:10][C:9]=2[S:14]([NH:17][C:18]2[CH:27]=[CH:26][C:25]3[C:20](=[CH:21][CH:22]=[CH:23][CH:24]=3)[C:19]=2[C:28]([O:30]C)=[O:29])(=[O:16])=[O:15])=[O:7])[CH2:5][CH2:4][CH2:3][CH2:2]1.O.O.[OH-].[Li+]. (4) Given the product [CH2:1]([O:3][C:4]([C:6]1([NH:15][C:16](=[O:25])[C:17]2[CH:22]=[CH:21][CH:20]=[C:19]([CH3:23])[C:18]=2[O:24][CH2:34][C:33]#[CH:32])[CH2:7][C:8]2[C:13](=[CH:12][CH:11]=[CH:10][CH:9]=2)[CH2:14]1)=[O:5])[CH3:2], predict the reactants needed to synthesize it. The reactants are: [CH2:1]([O:3][C:4]([C:6]1([NH:15][C:16](=[O:25])[C:17]2[CH:22]=[CH:21][CH:20]=[C:19]([CH3:23])[C:18]=2[OH:24])[CH2:14][C:13]2[C:8](=[CH:9][CH:10]=[CH:11][CH:12]=2)[CH2:7]1)=[O:5])[CH3:2].C([O-])([O-])=O.[K+].[K+].[CH2:32](Br)[C:33]#[CH:34].C1(C)C=CC=CC=1. (5) Given the product [CH3:13][S:14][C:15]1[N:20]=[C:19]([C:21]2[S:25][C:24]([S:26]([NH:1][C:2]3[S:3][CH:4]=[C:5]([CH2:7][C:8]([O:10][CH2:11][CH3:12])=[O:9])[N:6]=3)(=[O:28])=[O:27])=[CH:23][CH:22]=2)[CH:18]=[CH:17][N:16]=1, predict the reactants needed to synthesize it. The reactants are: [NH2:1][C:2]1[S:3][CH:4]=[C:5]([CH2:7][C:8]([O:10][CH2:11][CH3:12])=[O:9])[N:6]=1.[CH3:13][S:14][C:15]1[N:20]=[C:19]([C:21]2[S:25][C:24]([S:26](Cl)(=[O:28])=[O:27])=[CH:23][CH:22]=2)[CH:18]=[CH:17][N:16]=1. (6) Given the product [C:9]([C:11]1[CH:15]=[C:14]([C:16]2[CH:30]=[CH:29][C:19]([CH2:20][NH:21][C:22](=[O:28])[O:23][C:24]([CH3:27])([CH3:26])[CH3:25])=[CH:18][CH:17]=2)[N:13]([C:31]2[CH:36]=[CH:35][C:34]([O:37][CH3:38])=[CH:33][CH:32]=2)[N:12]=1)(=[O:10])[CH:1]([CH3:3])[CH3:2], predict the reactants needed to synthesize it. The reactants are: [CH:1]([Mg]Br)([CH3:3])[CH3:2].CON(C)[C:9]([C:11]1[CH:15]=[C:14]([C:16]2[CH:30]=[CH:29][C:19]([CH2:20][NH:21][C:22](=[O:28])[O:23][C:24]([CH3:27])([CH3:26])[CH3:25])=[CH:18][CH:17]=2)[N:13]([C:31]2[CH:36]=[CH:35][C:34]([O:37][CH3:38])=[CH:33][CH:32]=2)[N:12]=1)=[O:10].Cl.